The task is: Regression. Given a peptide amino acid sequence and an MHC pseudo amino acid sequence, predict their binding affinity value. This is MHC class I binding data.. This data is from Peptide-MHC class I binding affinity with 185,985 pairs from IEDB/IMGT. The peptide sequence is DVLEIINDK. The MHC is HLA-A03:01 with pseudo-sequence HLA-A03:01. The binding affinity (normalized) is 0.